This data is from Full USPTO retrosynthesis dataset with 1.9M reactions from patents (1976-2016). The task is: Predict the reactants needed to synthesize the given product. (1) Given the product [CH2:28]([C:14]1[N:13]([CH2:12][C:9]2[CH:8]=[CH:7][C:6]([C:5]([OH:32])=[O:65])=[CH:11][CH:10]=2)[C:21]2[C:16]([C:15]=1[CH:25]([CH3:26])[CH3:27])=[CH:17][C:18]([CH:22]([CH3:23])[CH3:24])=[CH:19][CH:20]=2)[CH:29]([CH3:31])[CH3:30], predict the reactants needed to synthesize it. The reactants are: OCCN[C:5](=[O:32])[C:6]1[CH:11]=[CH:10][C:9]([CH2:12][N:13]2[C:21]3[C:16](=[CH:17][C:18]([CH:22]([CH3:24])[CH3:23])=[CH:19][CH:20]=3)[C:15]([CH:25]([CH3:27])[CH3:26])=[C:14]2[CH2:28][CH:29]([CH3:31])[CH3:30])=[CH:8][CH:7]=1.CN(C)CCNC(=[O:65])C1C=CC(CN2C3C(=CC(C(C)C)=CC=3)C(C(C)C)=C2CC(C)C)=CC=1.C(SC1C2C(=CC=C(OCC3C=CC=CN=3)C=2)N(CC2C=CC(C(O)=O)=CC=2)C=1CC(C)(C)C)(C)(C)C.COC(=O)C1C=CC(CN2C3C(=CC(OCC4C=CC=CN=4)=CC=3)C(SC(C)(C)C)=C2CC(C)(C)C)=CC=1.CC(C)(C)CC1N(CC2C=CC(C(O)=O)=CC=2)C2C(C=1)=CC(OCC1C=CC=CN=1)=CC=2.C(SC1C2C(=CC=C(OCC3C=CC=CN=3)C=2)N(CC2C=CC(C(NCCN(C)C)=O)=CC=2)C=1CC(C)(C)C)(C)(C)C. (2) Given the product [CH3:26][C:4]1[CH:3]=[C:2]([CH:7]=[CH:6][C:5]=1[CH:8]([NH:15][C:16]1[CH:25]=[CH:24][C:19]([C:20]([O:22][CH3:23])=[O:21])=[CH:18][CH:17]=1)[CH2:9][CH2:10][C:11]([F:14])([F:13])[F:12])[C:36]([OH:39])=[O:38], predict the reactants needed to synthesize it. The reactants are: Br[C:2]1[CH:7]=[CH:6][C:5]([CH:8]([NH:15][C:16]2[CH:25]=[CH:24][C:19]([C:20]([O:22][CH3:23])=[O:21])=[CH:18][CH:17]=2)[CH2:9][CH2:10][C:11]([F:14])([F:13])[F:12])=[C:4]([CH3:26])[CH:3]=1.C(N(CC)C(C)C)(C)C.[C:36]([O-:39])(=[O:38])C.[Li+].C(OC(=O)C)(=O)C.